From a dataset of Catalyst prediction with 721,799 reactions and 888 catalyst types from USPTO. Predict which catalyst facilitates the given reaction. (1) Reactant: C1COCC1.Br[CH:7]1[CH2:9][CH2:8]1.[CH3:10][O:11][C:12]1[CH:19]=[CH:18][CH:17]=[CH:16][C:13]=1[C:14]#[N:15].[BH4-].[Na+]. Product: [CH:7]1([CH:14]([C:13]2[CH:16]=[CH:17][CH:18]=[CH:19][C:12]=2[O:11][CH3:10])[NH2:15])[CH2:9][CH2:8]1. The catalyst class is: 5. (2) Reactant: [C:1]([O:5][C:6]([NH:8][C:9]([CH3:17])([CH3:16])[CH2:10][O:11][CH2:12][C:13]([OH:15])=O)=[O:7])([CH3:4])([CH3:3])[CH3:2].ON1C2N=CC=CC=2N=N1.Cl.CN(C)CCCN=C=NCC.[CH3:40][N:41]([C@@H:58]([C:66](=[O:74])[NH:67][CH2:68][CH:69]1[CH2:73][CH2:72][CH2:71][O:70]1)[CH2:59][C:60]1[CH:65]=[CH:64][CH:63]=[CH:62][CH:61]=1)[C:42](=[O:57])[C@H:43]([NH:55][CH3:56])[CH2:44][C:45]1[CH:54]=[CH:53][C:52]2[C:47](=[CH:48][CH:49]=[CH:50][CH:51]=2)[CH:46]=1.C(N(C(C)C)CC)(C)C. Product: [C:1]([O:5][C:6](=[O:7])[NH:8][C:9]([CH3:17])([CH3:16])[CH2:10][O:11][CH2:12][C:13](=[O:15])[N:55]([CH3:56])[C@@H:43]([C:42](=[O:57])[N:41]([CH3:40])[C@@H:58]([C:66](=[O:74])[NH:67][CH2:68][CH:69]1[CH2:73][CH2:72][CH2:71][O:70]1)[CH2:59][C:60]1[CH:61]=[CH:62][CH:63]=[CH:64][CH:65]=1)[CH2:44][C:45]1[CH:54]=[CH:53][C:52]2[C:47](=[CH:48][CH:49]=[CH:50][CH:51]=2)[CH:46]=1)([CH3:2])([CH3:3])[CH3:4]. The catalyst class is: 2. (3) Reactant: [Cl:1][C:2]1([C:5]2OC(=O)[S:7][N:6]=2)[CH2:4][CH2:3]1.[S:11]([C:21]#[N:22])([C:14]1[CH:20]=[CH:19][C:17]([CH3:18])=[CH:16][CH:15]=1)(=[O:13])=[O:12].CCCCC. Product: [Cl:1][C:2]1([C:5]2[N:22]=[C:21]([S:11]([C:14]3[CH:20]=[CH:19][C:17]([CH3:18])=[CH:16][CH:15]=3)(=[O:13])=[O:12])[S:7][N:6]=2)[CH2:4][CH2:3]1. The catalyst class is: 262. (4) Reactant: [C:1]([OH:4])(=O)[CH3:2].[C:5]1([C:11]#[C:12][C:13]2[CH:31]=[CH:30][C:16]([C:17]([NH:19][C:20]3[CH:25]=[CH:24][CH:23]=[CH:22][C:21]=3[S:26](=[O:29])(=[O:28])[NH2:27])=[O:18])=[CH:15][CH:14]=2)[CH:10]=[CH:9][CH:8]=[CH:7][CH:6]=1. Product: [C:5]1([C:11]#[C:12][C:13]2[CH:31]=[CH:30][C:16]([C:17]([NH:19][C:20]3[CH:25]=[CH:24][CH:23]=[CH:22][C:21]=3[S:26]([NH:27][C:1](=[O:4])[CH3:2])(=[O:28])=[O:29])=[O:18])=[CH:15][CH:14]=2)[CH:6]=[CH:7][CH:8]=[CH:9][CH:10]=1. The catalyst class is: 367. (5) Reactant: [CH3:1][C:2]1([CH3:15])[CH2:13][C:12]2[CH:11]=[C:10]3[N:5]([CH2:6][CH2:7][NH:8][C:9]3=[O:14])[C:4]=2[CH2:3]1.Br[C:17]1[C:22]([CH:23]=[O:24])=[C:21]([Cl:25])[N:20]=[CH:19][CH:18]=1.CC1(C)C2C(=C(P(C3C=CC=CC=3)C3C=CC=CC=3)C=CC=2)OC2C(P(C3C=CC=CC=3)C3C=CC=CC=3)=CC=CC1=2.C(=O)([O-])[O-].[Cs+].[Cs+]. Product: [Cl:25][C:21]1[C:22]([CH:23]=[O:24])=[C:17]([N:8]2[CH2:7][CH2:6][N:5]3[C:10](=[CH:11][C:12]4[CH2:13][C:2]([CH3:15])([CH3:1])[CH2:3][C:4]=43)[C:9]2=[O:14])[CH:18]=[CH:19][N:20]=1. The catalyst class is: 102.